From a dataset of Peptide-MHC class II binding affinity with 134,281 pairs from IEDB. Regression. Given a peptide amino acid sequence and an MHC pseudo amino acid sequence, predict their binding affinity value. This is MHC class II binding data. The peptide sequence is TLWQRPLVTIKIGGQLKEAL. The MHC is HLA-DQA10101-DQB10501 with pseudo-sequence HLA-DQA10101-DQB10501. The binding affinity (normalized) is 0.175.